This data is from Forward reaction prediction with 1.9M reactions from USPTO patents (1976-2016). The task is: Predict the product of the given reaction. (1) Given the reactants [OH-].[Na+].C([O:5][C:6]([C:8]1[NH:9][CH:10]=[C:11]([CH2:13][CH2:14][C:15]2[CH:20]=[CH:19][C:18]([Cl:21])=[CH:17][CH:16]=2)[CH:12]=1)=[O:7])C, predict the reaction product. The product is: [Cl:21][C:18]1[CH:17]=[CH:16][C:15]([CH2:14][CH2:13][C:11]2[CH:12]=[C:8]([C:6]([OH:7])=[O:5])[NH:9][CH:10]=2)=[CH:20][CH:19]=1. (2) Given the reactants [Br:1][C:2]1[N:3]=[C:4]([CH:10]2[CH2:15][CH2:14][N:13]([C:16]([O:18][C:19]([CH3:22])([CH3:21])[CH3:20])=[O:17])[CH2:12][CH2:11]2)[N:5]([CH2:7][CH2:8][OH:9])[CH:6]=1.C(N(CC)CC)C.[CH3:30][S:31](Cl)(=[O:33])=[O:32], predict the reaction product. The product is: [Br:1][C:2]1[N:3]=[C:4]([CH:10]2[CH2:15][CH2:14][N:13]([C:16]([O:18][C:19]([CH3:22])([CH3:21])[CH3:20])=[O:17])[CH2:12][CH2:11]2)[N:5]([CH2:7][CH2:8][O:9][S:31]([CH3:30])(=[O:33])=[O:32])[CH:6]=1. (3) Given the reactants Br[CH:2]([CH2:4][CH3:5])[CH3:3].[CH3:6][O:7][C:8]1[CH:13]=[CH:12][C:11]([S:14]([NH:17][C:18]2[CH:23]=[CH:22][C:21]([O:24][CH3:25])=[CH:20][CH:19]=2)(=[O:16])=[O:15])=[CH:10][CH:9]=1, predict the reaction product. The product is: [CH:2]([N:17]([C:18]1[CH:23]=[CH:22][C:21]([O:24][CH3:25])=[CH:20][CH:19]=1)[S:14]([C:11]1[CH:12]=[CH:13][C:8]([O:7][CH3:6])=[CH:9][CH:10]=1)(=[O:16])=[O:15])([CH2:4][CH3:5])[CH3:3]. (4) Given the reactants C([O:4][C:5]1[CH:13]=[C:12]([C:14]([O:16][CH2:17][CH3:18])=[O:15])[CH:11]=[C:10]2[C:6]=1[CH:7]=[CH:8][N:9]2[CH:19]1[CH2:21][CH2:20]1)(=O)C.C([O-])([O-])=O.[K+].[K+], predict the reaction product. The product is: [CH:19]1([N:9]2[C:10]3[C:6](=[C:5]([OH:4])[CH:13]=[C:12]([C:14]([O:16][CH2:17][CH3:18])=[O:15])[CH:11]=3)[CH:7]=[CH:8]2)[CH2:20][CH2:21]1. (5) Given the reactants [F:1][C:2]1[CH:7]=[CH:6][C:5]([C:8]2[CH:12]=[C:11]([C:13]([NH:15][CH2:16][CH2:17][CH2:18][CH2:19][C:20]([OH:22])=O)=[O:14])[O:10][N:9]=2)=[CH:4][CH:3]=1.[CH3:23][N:24]1[CH2:29][CH2:28][NH:27][CH2:26][CH2:25]1.ClCCl.CCN(C(C)C)C(C)C, predict the reaction product. The product is: [F:1][C:2]1[CH:3]=[CH:4][C:5]([C:8]2[CH:12]=[C:11]([C:13]([NH:15][CH2:16][CH2:17][CH2:18][CH2:19][C:20]([N:27]3[CH2:28][CH2:29][N:24]([CH3:23])[CH2:25][CH2:26]3)=[O:22])=[O:14])[O:10][N:9]=2)=[CH:6][CH:7]=1. (6) Given the reactants [CH2:1]([C:3]1[CH2:7][CH2:6][CH2:5][CH:4]=1)[CH3:2].C(=O)(O)[O-].[Na+].[NH2:13][C:14]1[C:19]2[N:20]([CH3:24])[C:21](=[O:23])[NH:22][C:18]=2[CH:17]=[CH:16][CH:15]=1.[H][H], predict the reaction product. The product is: [CH2:1]([CH:3]1[CH2:7][CH2:6][CH2:5][CH2:4][N:13]1[C:14]1[C:19]2[N:20]([CH3:24])[C:21](=[O:23])[NH:22][C:18]=2[CH:17]=[CH:16][CH:15]=1)[CH3:2].